Dataset: Experimentally validated miRNA-target interactions with 360,000+ pairs, plus equal number of negative samples. Task: Binary Classification. Given a miRNA mature sequence and a target amino acid sequence, predict their likelihood of interaction. (1) The miRNA is hsa-miR-8078 with sequence GGUCUAGGCCCGGUGAGAGACUC. The protein sequence of the target gene is MKVKVIPVLEDNYMYLIIEEHTREAVAIDVAVAERLLEIAGREGVSLTMVLSTHHHWDHTRGNAELAHILPGLAVLGADERICALTRRLEHGEGLQFGAIHVRCLLTPGHTSGHMSYFLWEDDCPDSPALFSGDALSVAGCGWHLEDTAQQMYQSLAKTLGTLPPETKVFCGHEHTLSNLEFAQKVEPCNEHVQAKLSWAQERDDEDIPTVPSTLGEELMYNPFLRVTEDAVRAFTGQVAPAQVLEALCRERARFQPAVEPPQPQVRALLALQWGLLSTHQKK. Result: 0 (no interaction). (2) The miRNA is hsa-miR-4490 with sequence UCUGGUAAGAGAUUUGGGCAUA. The protein sequence of the target gene is MAAPEPARAAPPPPPPPPPPLGADRVVKAVPFPPTHRLTSEEVFDMDGIPRVDVLKNHLVKEGRVDEEIALRIINEGAAILRREKTMIEVEAPITVCGDIHGQFFDLMKLFEVGGSPANTRYLFLGDYVDRGYFSIECVLYLWVLKILYPSTLFLLRGNHECRHLTEYFTFKQECKIKYSERVYEACMEAFDSLPLAALLNQQFLCVHGGLSPEIHTLDDIRRLDRFKEPPAFGPMCDLLWSDPSEDFGNEKSQEHFSHNTVRGCSYFYNYPAVCEFLQNNNLLSIIRAHEAQDAGYRMY.... Result: 0 (no interaction).